This data is from Catalyst prediction with 721,799 reactions and 888 catalyst types from USPTO. The task is: Predict which catalyst facilitates the given reaction. (1) Reactant: [Br:1][C:2]1[CH:7]=[CH:6][CH:5]=[C:4]([CH:8]=[CH:9][CH2:10][CH2:11][O:12][CH3:13])[CH:3]=1. Product: [Br:1][C:2]1[CH:7]=[CH:6][CH:5]=[C:4]([CH2:8][CH2:9][CH2:10][CH2:11][O:12][CH3:13])[CH:3]=1. The catalyst class is: 123. (2) Reactant: Br[C:2]1[C:3]([O:10][CH3:11])=[N:4][C:5]([O:8][CH3:9])=[N:6][CH:7]=1.[CH3:12][N:13]1[CH:17]=[C:16](B2OC(C)(C)C(C)(C)O2)[CH:15]=[N:14]1.C([O-])(O)=O.[Na+]. Product: [CH3:9][O:8][C:5]1[N:4]=[C:3]([O:10][CH3:11])[C:2]([C:16]2[CH:15]=[N:14][N:13]([CH3:12])[CH:17]=2)=[CH:7][N:6]=1. The catalyst class is: 149. (3) Reactant: [CH3:1][C:2]1[N:6]([CH2:7][C:8]2[CH:9]=[CH:10][CH:11]=[C:12]3[C:17]=2[N:16]=[CH:15][CH:14]=[CH:13]3)[C:5]2[CH:18]=[C:19]([N:26]3[CH2:31][CH2:30][O:29][CH2:28][CH2:27]3)[CH:20]=[C:21]([C:22]([O:24]C)=[O:23])[C:4]=2[N:3]=1.[Li+].[OH-]. Product: [CH3:1][C:2]1[N:6]([CH2:7][C:8]2[CH:9]=[CH:10][CH:11]=[C:12]3[C:17]=2[N:16]=[CH:15][CH:14]=[CH:13]3)[C:5]2[CH:18]=[C:19]([N:26]3[CH2:31][CH2:30][O:29][CH2:28][CH2:27]3)[CH:20]=[C:21]([C:22]([OH:24])=[O:23])[C:4]=2[N:3]=1. The catalyst class is: 1. (4) Reactant: C([O:3][C:4](=[O:34])[C:5]([O:8][CH2:9][C:10]1[C:14]([CH3:15])=[C:13]([C:16]2[CH:21]=[CH:20][C:19]([C:22]([F:25])([F:24])[F:23])=[CH:18][CH:17]=2)[N:12]([C:26]2[CH:31]=[CH:30][C:29]([Cl:32])=[CH:28][C:27]=2[Cl:33])[N:11]=1)([CH3:7])[CH3:6])C.[Li+].[OH-].Cl. Product: [Cl:33][C:27]1[CH:28]=[C:29]([Cl:32])[CH:30]=[CH:31][C:26]=1[N:12]1[C:13]([C:16]2[CH:17]=[CH:18][C:19]([C:22]([F:24])([F:25])[F:23])=[CH:20][CH:21]=2)=[C:14]([CH3:15])[C:10]([CH2:9][O:8][C:5]([CH3:7])([CH3:6])[C:4]([OH:34])=[O:3])=[N:11]1. The catalyst class is: 20. (5) Reactant: [NH:1]1[C:5]([C:6]2[CH:7]=[C:8]([NH:12][C:13]([CH:15]3[CH:19]([C:20]4[CH:25]=[CH:24][CH:23]=[C:22]([Cl:26])[C:21]=4[F:27])[C:18]([C:30]4[CH:35]=[CH:34][C:33]([Cl:36])=[CH:32][C:31]=4[F:37])([C:28]#[N:29])[CH:17]([CH2:38][C:39]([CH3:42])([CH3:41])[CH3:40])[NH:16]3)=[O:14])[CH:9]=[CH:10][CH:11]=2)=[N:4][N:3]=[N:2]1. Product: [NH:4]1[C:5]([C:6]2[CH:7]=[C:8]([NH:12][C:13]([C@H:15]3[C@H:19]([C:20]4[CH:25]=[CH:24][CH:23]=[C:22]([Cl:26])[C:21]=4[F:27])[C@:18]([C:30]4[CH:35]=[CH:34][C:33]([Cl:36])=[CH:32][C:31]=4[F:37])([C:28]#[N:29])[C@H:17]([CH2:38][C:39]([CH3:42])([CH3:41])[CH3:40])[NH:16]3)=[O:14])[CH:9]=[CH:10][CH:11]=2)=[N:1][N:2]=[N:3]1. The catalyst class is: 5. (6) Reactant: [N:1]1[C:8]([Cl:9])=[N:7][C:5]([Cl:6])=[N:4][C:2]=1Cl.[S:10]1[C:14]2[CH:15]=[CH:16][CH:17]=[CH:18][C:13]=2[N:12]=[C:11]1[C:19]1[CH:24]=[CH:23][C:22]([N:25]([CH3:29])[CH2:26][CH2:27][OH:28])=[CH:21][CH:20]=1.CCN(C(C)C)C(C)C. The catalyst class is: 1. Product: [S:10]1[C:14]2[CH:15]=[CH:16][CH:17]=[CH:18][C:13]=2[N:12]=[C:11]1[C:19]1[CH:24]=[CH:23][C:22]([N:25]([CH2:26][CH2:27][O:28][C:2]2[N:1]=[C:8]([Cl:9])[N:7]=[C:5]([Cl:6])[N:4]=2)[CH3:29])=[CH:21][CH:20]=1. (7) Reactant: C(#N)C.[Br:4][C:5]1[CH:6]=[CH:7][C:8]([F:22])=[C:9]([CH:11](Cl)[C:12]2[S:13][C:14]3[CH:20]=[CH:19][CH:18]=[CH:17][C:15]=3[CH:16]=2)[CH:10]=1.[BH4-].[Na+].[OH-].[Na+]. Product: [Br:4][C:5]1[CH:6]=[CH:7][C:8]([F:22])=[C:9]([CH:10]=1)[CH2:11][C:12]1[S:13][C:14]2[CH:20]=[CH:19][CH:18]=[CH:17][C:15]=2[CH:16]=1. The catalyst class is: 6. (8) Reactant: [CH3:1][N:2]([CH3:12])[CH2:3][CH2:4][CH:5]([C:7]1[S:8][CH:9]=[CH:10][CH:11]=1)[OH:6].O[C:14]1[C:22]2[O:21][CH2:20][O:19][C:18]=2[CH:17]=[CH:16][CH:15]=1.C1(P(C2C=CC=CC=2)C2C=CC=CC=2)C=CC=CC=1.N(C(OCC)=O)=NC(OCC)=O. The catalyst class is: 7. Product: [CH3:12][N:2]([CH2:3][CH2:4][CH:5]([O:6][C:14]1[C:22]2[O:21][CH2:20][O:19][C:18]=2[CH:17]=[CH:16][CH:15]=1)[C:7]1[S:8][CH:9]=[CH:10][CH:11]=1)[CH3:1]. (9) Product: [CH:7]1([C:10]2[NH:14][N:13]=[C:12]([C:15]([NH2:22])=[O:17])[C:11]=2[N+:18]([O-:20])=[O:19])[CH2:8][CH2:2][CH2:1][CH2:9]1. The catalyst class is: 4. Reactant: [C:1](Cl)(=O)[C:2](Cl)=O.[CH:7]([C:10]1[NH:14][N:13]=[C:12]([C:15]([OH:17])=O)[C:11]=1[N+:18]([O-:20])=[O:19])([CH3:9])[CH3:8].C[N:22](C)C=O. (10) Reactant: FC(F)(F)C(O)=O.[F:8][C:9]([F:41])([F:40])[C:10]1[N:14]2[N:15]=[C:16]([N:19]3[CH2:24][CH2:23][N:22]([CH2:25][C:26]4[CH:31]=[CH:30][C:29]([NH:32]C(=O)OC(C)(C)C)=[CH:28][CH:27]=4)[CH2:21][CH2:20]3)[CH:17]=[CH:18][C:13]2=[N:12][N:11]=1. Product: [F:41][C:9]([F:8])([F:40])[C:10]1[N:14]2[N:15]=[C:16]([N:19]3[CH2:20][CH2:21][N:22]([CH2:25][C:26]4[CH:31]=[CH:30][C:29]([NH2:32])=[CH:28][CH:27]=4)[CH2:23][CH2:24]3)[CH:17]=[CH:18][C:13]2=[N:12][N:11]=1. The catalyst class is: 4.